From a dataset of Reaction yield outcomes from USPTO patents with 853,638 reactions. Predict the reaction yield, written as a fraction of the theoretical maximum amount of product (1.0 means a 100% yield; for example, 0.34 means a 34% yield). (1) The catalyst is C(#N)C. The product is [C:12]([C:11]1[C:3]([C:2]([F:1])([F:20])[F:21])=[C:4]2[C:8](=[CH:9][CH:10]=1)[N:7]([CH2:29][C:30]([NH2:32])=[O:31])[C:6]([CH2:14][CH2:15][C:16]([F:19])([F:18])[F:17])=[CH:5]2)#[N:13]. The yield is 0.510. The reactants are [F:1][C:2]([F:21])([F:20])[C:3]1[C:11]([C:12]#[N:13])=[CH:10][CH:9]=[C:8]2[C:4]=1[CH:5]=[C:6]([CH2:14][CH2:15][C:16]([F:19])([F:18])[F:17])[NH:7]2.C([O-])([O-])=O.[Cs+].[Cs+].Br[CH2:29][C:30]([NH2:32])=[O:31]. (2) The reactants are [C:1]([C:3]1[CH:4]=[C:5]2[C:9](=[CH:10][CH:11]=1)[NH:8][C:7](=[O:12])[CH2:6]2)#[N:2].[H-].[Na+].[Cl:15][C:16]1[N:21]=[CH:20][C:19]([CH2:22][N:23]2[CH2:28][CH2:27][O:26][CH2:25][CH2:24]2)=[CH:18][CH:17]=1. The catalyst is CN(C)C=O. The product is [ClH:15].[OH:12][C:7]1[NH:8][C:9]2[C:5]([C:6]=1[C:16]1[CH:17]=[CH:18][C:19]([CH2:22][N:23]3[CH2:28][CH2:27][O:26][CH2:25][CH2:24]3)=[CH:20][N:21]=1)=[CH:4][C:3]([C:1]#[N:2])=[CH:11][CH:10]=2. The yield is 0.0700. (3) The reactants are [NH:1]1[CH:5]=[N:4][N:3]=[N:2]1.C(=O)([O-])[O-].[K+].[K+].Cl[CH2:13][O:14][CH2:15][C:16]1[CH:21]=[CH:20][CH:19]=[CH:18][CH:17]=1. The catalyst is CN(C=O)C.C(OCC)C. The product is [CH2:15]([O:14][CH2:13][N:2]1[N:3]=[N:4][CH:5]=[N:1]1)[C:16]1[CH:21]=[CH:20][CH:19]=[CH:18][CH:17]=1.[CH2:15]([O:14][CH2:13][N:1]1[CH:5]=[N:4][NH:3][NH:2]1)[C:16]1[CH:21]=[CH:20][CH:19]=[CH:18][CH:17]=1. The yield is 0.440. (4) The reactants are [CH3:1][C:2]1[CH:11]=[CH:10][C:9]2[C:4](=[CH:5][CH:6]=[CH:7][C:8]=2[N:12]2[CH2:17][CH2:16][N:15]([CH2:18][CH2:19][C:20]3[CH:21]=[C:22]([NH:26][C:27](=[O:29])[CH3:28])[CH:23]=[CH:24][CH:25]=3)[CH2:14][CH2:13]2)[N:3]=1.[H-].[Na+].I[CH3:33]. The catalyst is C1COCC1. The product is [CH3:33][N:26]([C:22]1[CH:23]=[CH:24][CH:25]=[C:20]([CH2:19][CH2:18][N:15]2[CH2:14][CH2:13][N:12]([C:8]3[CH:7]=[CH:6][CH:5]=[C:4]4[C:9]=3[CH:10]=[CH:11][C:2]([CH3:1])=[N:3]4)[CH2:17][CH2:16]2)[CH:21]=1)[C:27](=[O:29])[CH3:28]. The yield is 0.610. (5) The reactants are I[C:2]1[CH:7]=[CH:6][N:5]=[CH:4][CH:3]=1.[Br:8][C:9]1[CH:10]=[C:11]([C:16]([C:24]2[CH:29]=[CH:28][CH:27]=[C:26]([F:30])[C:25]=2[C:31]#[N:32])=[N:17]S(C(C)(C)C)=O)[CH:12]=[CH:13][C:14]=1[F:15]. No catalyst specified. The product is [Br:8][C:9]1[CH:10]=[C:11]([C:16]2([C:2]3[CH:7]=[CH:6][N:5]=[CH:4][CH:3]=3)[C:24]3[C:25](=[C:26]([F:30])[CH:27]=[CH:28][CH:29]=3)[C:31]([NH2:32])=[N:17]2)[CH:12]=[CH:13][C:14]=1[F:15]. The yield is 0.370. (6) The reactants are [Cl:1][C:2]1[CH:7]=[C:6]([N+]([O-])=O)[CH:5]=[C:4]([Cl:11])[N:3]=1.[C:12](=O)([O-])[O-:13].[K+].[K+]. The yield is 0.880. The product is [Cl:1][C:2]1[CH:7]=[C:6]([O:13][CH3:12])[CH:5]=[C:4]([Cl:11])[N:3]=1. The catalyst is CO. (7) The yield is 0.780. The product is [C:55]([S:57][CH:12]([C:8]1[N:7]([CH2:6][C:4]([O:3][CH2:1][CH3:2])=[O:5])[CH:11]=[CH:10][N:9]=1)[C:13]1[CH2:14][N:15]([C:20]([C:33]2[CH:34]=[CH:35][CH:36]=[CH:37][CH:38]=2)([C:21]2[CH:26]=[CH:25][CH:24]=[CH:23][CH:22]=2)[C:27]2[CH:28]=[CH:29][CH:30]=[CH:31][CH:32]=2)[CH2:16][CH2:17][CH:18]=1)(=[O:58])[CH3:56]. The catalyst is C1(C)C=CC=CC=1. The reactants are [CH2:1]([O:3][C:4]([CH2:6][N:7]1[CH:11]=[CH:10][N:9]=[C:8]1/[CH:12]=[C:13]1\[CH2:14][N:15]([C:20]([C:33]2[CH:38]=[CH:37][CH:36]=[CH:35][CH:34]=2)([C:27]2[CH:32]=[CH:31][CH:30]=[CH:29][CH:28]=2)[C:21]2[CH:26]=[CH:25][CH:24]=[CH:23][CH:22]=2)[CH2:16][CH2:17][CH:18]\1O)=[O:5])[CH3:2].C(OC(OCC(C)(C)C)N(C)C)C(C)(C)C.[C:55]([OH:58])(=[S:57])[CH3:56].